Dataset: hERG potassium channel inhibition data for cardiac toxicity prediction from Karim et al.. Task: Regression/Classification. Given a drug SMILES string, predict its toxicity properties. Task type varies by dataset: regression for continuous values (e.g., LD50, hERG inhibition percentage) or binary classification for toxic/non-toxic outcomes (e.g., AMES mutagenicity, cardiotoxicity, hepatotoxicity). Dataset: herg_karim. (1) The result is 0 (non-blocker). The drug is Cc1c(OC(F)F)ccc2c1C(=O)N(Cc1ccccc1-c1ccccc1)C2C(=O)NC(C)(C)C. (2) The result is 1 (blocker). The compound is Cc1ncoc1-c1nnc(SCCCN2CCc3cc4ncoc4cc3CC2)n1C. (3) The compound is O=c1ccc2ncc(F)c3c2n1CC3(O)CC12CCC(N/C(F)=C/c3cc(F)ccc3F)(CC1)CO2. The result is 1 (blocker).